Dataset: Reaction yield outcomes from USPTO patents with 853,638 reactions. Task: Predict the reaction yield, written as a fraction of the theoretical maximum amount of product (1.0 means a 100% yield; for example, 0.34 means a 34% yield). (1) The reactants are [C:1]([C:3]1[C:4](C)([OH:10])[NH:5][CH:6]=[CH:7][C:8]=1[CH3:9])#[N:2].[CH3:12]O. The catalyst is [Ni].N. The product is [NH2:2][CH2:1][C:3]1[C:4](=[O:10])[NH:5][C:6]([CH3:12])=[CH:7][C:8]=1[CH3:9]. The yield is 1.00. (2) The reactants are [NH2:1][C:2]1[CH:7]=[CH:6][C:5]([N:8]2[C:12]3=[N:13][CH:14]=[N:15][C:16]([NH2:17])=[C:11]3[CH:10]=[N:9]2)=[CH:4][CH:3]=1.C[N:19]1C=CN=[C:20]1[S:24](Cl)(=[O:26])=[O:25].C(N(C(C)C)CC)(C)C.[CH3:37][N:38]([CH:40]=O)[CH3:39]. The catalyst is CO. The product is [NH2:17][C:16]1[N:15]=[CH:14][N:13]=[C:12]2[N:8]([C:5]3[CH:6]=[CH:7][C:2]([NH:1][S:24]([C:20]4[N:19]=[CH:37][N:38]([CH3:39])[CH:40]=4)(=[O:26])=[O:25])=[CH:3][CH:4]=3)[N:9]=[CH:10][C:11]=12. The yield is 0.110. (3) No catalyst specified. The yield is 0.860. The reactants are [N:1]1[CH:6]=[CH:5][CH:4]=[CH:3][C:2]=1[C:7]1[NH:11][C:10]2[CH:12]=[CH:13][CH:14]=[CH:15][C:9]=2[N:8]=1.Br[CH2:17][C:18]1[CH:37]=[CH:36][C:21]2/[C:22](=[C:32](/[CH3:35])\[C:33]#[N:34])/[C:23]3[CH:30]=[CH:29][C:28]([F:31])=[CH:27][C:24]=3[O:25][CH2:26][C:20]=2[CH:19]=1. The product is [F:31][C:28]1[CH:29]=[CH:30][C:23]2=[C:24]([CH:27]=1)[O:25][CH2:26][C:20]1[CH:19]=[C:18]([CH2:17][N:11]3[C:10]4[CH:12]=[CH:13][CH:14]=[CH:15][C:9]=4[N:8]=[C:7]3[C:2]3[CH:3]=[CH:4][CH:5]=[CH:6][N:1]=3)[CH:37]=[CH:36][C:21]=1/[C:22]/2=[C:32](/[CH3:35])\[C:33]#[N:34]. (4) The reactants are C[O:2][C:3](=O)[CH:4]([CH:6]1[CH2:8][CH2:7]1)[OH:5].O.[NH2:11][NH2:12]. The catalyst is CO. The product is [CH:6]1([CH:4]([OH:5])[C:3]([NH:11][NH2:12])=[O:2])[CH2:8][CH2:7]1. The yield is 0.690. (5) The reactants are [NH2:1][C:2]1([C:11]([OH:13])=[O:12])[CH2:10][C:9]2[C:4](=[CH:5][CH:6]=[CH:7][CH:8]=2)[CH2:3]1.[CH3:14][CH2:15]N(C(C)C)C(C)C.[F:23][C:24]([F:35])([F:34])[C:25]1[CH:33]=[CH:32][CH:31]=[CH:30][C:26]=1[C:27](Cl)=[O:28].CC(O)C.C(Cl)Cl. The catalyst is CN(C1C=CN=CC=1)C.C(Cl)Cl. The product is [CH2:14]([O:12][C:11]([C:2]1([NH:1][C:27](=[O:28])[C:26]2[CH:30]=[CH:31][CH:32]=[CH:33][C:25]=2[C:24]([F:35])([F:34])[F:23])[CH2:3][C:4]2[C:9](=[CH:8][CH:7]=[CH:6][CH:5]=2)[CH2:10]1)=[O:13])[CH3:15]. The yield is 0.920. (6) The reactants are [OH:1][C:2]1[CH:11]=[C:10]2[C:5]([CH:6]([C:12]([O:14][CH3:15])=[O:13])[CH2:7][CH2:8][O:9]2)=[CH:4][CH:3]=1.[Cl:16][C:17]1[CH:34]=[CH:33][C:20]([CH2:21][CH2:22][NH:23][C:24](=[O:32])[C:25]2[CH:30]=[CH:29][C:28](I)=[CH:27][CH:26]=2)=[CH:19][CH:18]=1.CC(C)(C(=O)CC(=O)C(C)(C)C)C.C([O-])([O-])=O.[Cs+].[Cs+]. The catalyst is CN1CCCC1=O.Cl[Cu]. The product is [Cl:16][C:17]1[CH:18]=[CH:19][C:20]([CH2:21][CH2:22][NH:23][C:24]([C:25]2[CH:26]=[CH:27][C:28]([O:1][C:2]3[CH:11]=[C:10]4[C:5]([CH:6]([C:12]([O:14][CH3:15])=[O:13])[CH2:7][CH2:8][O:9]4)=[CH:4][CH:3]=3)=[CH:29][CH:30]=2)=[O:32])=[CH:33][CH:34]=1. The yield is 0.378. (7) The reactants are [CH3:1][C:2]1[C:10]([C:11]2[CH:12]=[CH:13][C:14]([NH2:17])=[N:15][CH:16]=2)=[CH:9][C:8]2[CH2:7][CH2:6][O:5][C:4]=2[CH:3]=1.[Cl:18][C:19]1[CH:27]=[CH:26][CH:25]=[CH:24][C:20]=1[C:21](Cl)=[O:22]. No catalyst specified. The product is [Cl:18][C:19]1[CH:27]=[CH:26][CH:25]=[CH:24][C:20]=1[C:21]([NH:17][C:14]1[CH:13]=[CH:12][C:11]([C:10]2[C:2]([CH3:1])=[CH:3][C:4]3[O:5][CH2:6][CH2:7][C:8]=3[CH:9]=2)=[CH:16][N:15]=1)=[O:22]. The yield is 0.598. (8) The reactants are [N:1]1[C:10]2[C:5](=[CH:6][CH:7]=[CH:8][CH:9]=2)[CH:4]=[CH:3][C:2]=1[CH2:11][O:12][C:13]1[CH:18]=[CH:17][C:16]([CH2:19][C:20]([O:22]CC)=[O:21])=[CH:15][CH:14]=1.[OH-].[K+]. The catalyst is CO.O. The product is [N:1]1[C:10]2[C:5](=[CH:6][CH:7]=[CH:8][CH:9]=2)[CH:4]=[CH:3][C:2]=1[CH2:11][O:12][C:13]1[CH:14]=[CH:15][C:16]([CH2:19][C:20]([OH:22])=[O:21])=[CH:17][CH:18]=1. The yield is 0.920. (9) The reactants are [F:1][C:2]1[CH:3]=[CH:4][CH:5]=[C:6]2[C:11]=1[N:10]=[C:9]([N:12]1[CH2:17][CH2:16][N:15]([C:18]3[CH:23]=[CH:22][CH:21]=[C:20]([O:24][CH3:25])[CH:19]=3)[CH2:14][CH2:13]1)[N:8]([C:26]1[CH:31]=[C:30]([C:32]([F:35])([F:34])[F:33])[CH:29]=[CH:28][C:27]=1[O:36][CH3:37])[CH:7]2[CH2:38][C:39]([O:41]C)=[O:40].[OH-].[Na+]. The catalyst is O1CCOCC1. The product is [F:1][C:2]1[CH:3]=[CH:4][CH:5]=[C:6]2[C:11]=1[N:10]=[C:9]([N:12]1[CH2:13][CH2:14][N:15]([C:18]3[CH:23]=[CH:22][CH:21]=[C:20]([O:24][CH3:25])[CH:19]=3)[CH2:16][CH2:17]1)[N:8]([C:26]1[CH:31]=[C:30]([C:32]([F:35])([F:34])[F:33])[CH:29]=[CH:28][C:27]=1[O:36][CH3:37])[CH:7]2[CH2:38][C:39]([OH:41])=[O:40]. The yield is 1.00.